Dataset: Catalyst prediction with 721,799 reactions and 888 catalyst types from USPTO. Task: Predict which catalyst facilitates the given reaction. Reactant: Cl[C:2]1[CH:7]=[CH:6][C:5]([C:8]2[C:9](=[O:26])[N:10]([C:20]3[CH:25]=[CH:24][CH:23]=[CH:22][CH:21]=3)[CH:11]=[C:12]([C:14]3[CH:19]=[CH:18][CH:17]=[CH:16][N:15]=3)[CH:13]=2)=[CH:4][N:3]=1.C(=O)([O-])[O-].[K+].[K+].[CH2:33](B(CC)CC)[CH3:34].O. Product: [CH2:33]([C:2]1[CH:7]=[CH:6][C:5]([C:8]2[C:9](=[O:26])[N:10]([C:20]3[CH:25]=[CH:24][CH:23]=[CH:22][CH:21]=3)[CH:11]=[C:12]([C:14]3[CH:19]=[CH:18][CH:17]=[CH:16][N:15]=3)[CH:13]=2)=[CH:4][N:3]=1)[CH3:34]. The catalyst class is: 9.